Dataset: Full USPTO retrosynthesis dataset with 1.9M reactions from patents (1976-2016). Task: Predict the reactants needed to synthesize the given product. (1) Given the product [Br:1][C:2]1[C:10]2[C:5](=[CH:6][CH:7]=[CH:8][CH:9]=2)[NH:4][C:3]=1[CH3:18], predict the reactants needed to synthesize it. The reactants are: [Br:1][C:2]1[C:10]2[C:5](=[CH:6][CH:7]=[CH:8][CH:9]=2)[N:4](C(OCCCC)=O)[C:3]=1[CH3:18].CC1NC2C(C=1)=CC=CC=2. (2) Given the product [CH2:26]([O:25][C:8]1[CH:7]=[CH:6][C:5]2[N:4]=[CH:3][C:2]3[N:1]=[C:38]([CH2:39][O:57][CH2:58][CH3:59])[N:12]([CH2:13][CH2:14][CH2:15][CH2:16][NH:17][C:18](=[O:24])[O:19][C:20]([CH3:23])([CH3:22])[CH3:21])[C:11]=3[C:10]=2[CH:9]=1)[C:27]1[CH:28]=[CH:29][CH:30]=[CH:31][CH:32]=1, predict the reactants needed to synthesize it. The reactants are: [NH2:1][C:2]1[CH:3]=[N:4][C:5]2[C:10]([C:11]=1[NH:12][CH2:13][CH2:14][CH2:15][CH2:16][NH:17][C:18](=[O:24])[O:19][C:20]([CH3:23])([CH3:22])[CH3:21])=[CH:9][C:8]([O:25][CH2:26][C:27]1[CH:32]=[CH:31][CH:30]=[CH:29][CH:28]=1)=[CH:7][CH:6]=2.NC1C=NC2C(C=1NCCCCNC(=O)OC(C)(C)C)=CC=[C:39]([O:57][CH2:58][C:59]1C=CC=CC=1)[CH:38]=2.C(OCC(Cl)=O)C.COCCC(Cl)=O. (3) Given the product [Cl:11][C:12]1[CH:17]=[CH:16][CH:15]=[CH:14][C:13]=1[CH2:18][N:19]1[C:20]([OH:40])=[C:21]([C:36]([NH:10][CH2:9][C:3]2[C:2]([Cl:1])=[CH:7][CH:6]=[CH:5][C:4]=2[Cl:8])=[O:37])[C:22]([OH:35])=[C:23]([C:26]([NH:28][CH2:29][C:30]([OH:32])=[O:31])=[O:27])[C:24]1=[O:25], predict the reactants needed to synthesize it. The reactants are: [Cl:1][C:2]1[CH:7]=[CH:6][CH:5]=[C:4]([Cl:8])[C:3]=1[CH2:9][NH2:10].[Cl:11][C:12]1[CH:17]=[CH:16][CH:15]=[CH:14][C:13]=1[CH2:18][N:19]1[C:24](=[O:25])[C:23]([C:26]([NH:28][CH2:29][C:30]([O:32]CC)=[O:31])=[O:27])=[C:22]([OH:35])[C:21]([C:36](OC)=[O:37])=[C:20]1[OH:40].